From a dataset of Reaction yield outcomes from USPTO patents with 853,638 reactions. Predict the reaction yield, written as a fraction of the theoretical maximum amount of product (1.0 means a 100% yield; for example, 0.34 means a 34% yield). (1) The yield is 0.900. The product is [CH3:1][C:2]1[C:7]([O:8][CH2:25][CH:20]2[CH2:21][CH:22]3[N:18]([C:16]([O:15][C:11]([CH3:12])([CH3:14])[CH3:13])=[O:17])[CH:19]2[CH2:24][CH2:23]3)=[CH:6][CH:5]=[CH:4][N:3]=1. The catalyst is CN(C=O)C. The reactants are [CH3:1][C:2]1[C:7]([OH:8])=[CH:6][CH:5]=[CH:4][N:3]=1.[OH-].[K+].[C:11]([O:15][C:16]([N:18]1[CH:22]2[CH2:23][CH2:24][CH:19]1[CH:20]([CH2:25]OS(C)(=O)=O)[CH2:21]2)=[O:17])([CH3:14])([CH3:13])[CH3:12].O. (2) The reactants are Br[C:2]1[CH:3]=[N:4][N:5]([CH2:7][C:8]([O:10][C:11]([CH3:14])([CH3:13])[CH3:12])=[O:9])[CH:6]=1.[CH:15]1(B(O)O)[CH2:17][CH2:16]1.P([O-])([O-])([O-])=O.[K+].[K+].[K+].C1(P(C2CCCCC2)C2CCCCC2)CCCCC1. The catalyst is C1(C)C=CC=CC=1.C([O-])(=O)C.[Pd+2].C([O-])(=O)C.O. The product is [CH:15]1([C:2]2[CH:3]=[N:4][N:5]([CH2:7][C:8]([O:10][C:11]([CH3:14])([CH3:13])[CH3:12])=[O:9])[CH:6]=2)[CH2:17][CH2:16]1. The yield is 0.210. (3) The reactants are [Cl:1][C:2]1[CH:3]=[C:4]([CH:8]([O:13][Si:14]([CH2:19][CH3:20])([CH2:17][CH3:18])[CH2:15][CH3:16])[CH2:9][N+:10]([O-])=O)[CH:5]=[CH:6][CH:7]=1. The catalyst is [Ni].CO. The product is [Cl:1][C:2]1[CH:3]=[C:4]([CH:8]([O:13][Si:14]([CH2:15][CH3:16])([CH2:19][CH3:20])[CH2:17][CH3:18])[CH2:9][NH2:10])[CH:5]=[CH:6][CH:7]=1. The yield is 0.620. (4) The reactants are [O:1]=[C:2]1[C:7]([CH2:8][C:9]2[CH:14]=[CH:13][C:12]([C:15]3[C:16]([C:21]#[N:22])=[CH:17][CH:18]=[CH:19][CH:20]=3)=[CH:11][CH:10]=2)=[C:6]([CH2:23][CH2:24][CH3:25])[N:5]2[N:26]=[CH:27][N:28]=[C:4]2[N:3]1[CH:29]1[CH2:34][CH2:33][CH:32]([O:35][CH2:36][CH:37]=C)[CH2:31][CH2:30]1.I([O-])(=O)(=O)=[O:40].[Na+].CC(C)=O.C(#N)C. The catalyst is C(OCC)(=O)C.O.[Os]=O. The product is [OH:40][CH2:37][CH2:36][O:35][C@@H:32]1[CH2:33][CH2:34][C@H:29]([N:3]2[C:2](=[O:1])[C:7]([CH2:8][C:9]3[CH:14]=[CH:13][C:12]([C:15]4[C:16]([C:21]#[N:22])=[CH:17][CH:18]=[CH:19][CH:20]=4)=[CH:11][CH:10]=3)=[C:6]([CH2:23][CH2:24][CH3:25])[N:5]3[N:26]=[CH:27][N:28]=[C:4]23)[CH2:30][CH2:31]1. The yield is 0.260. (5) The reactants are [CH3:1][C:2]1[C:7]([CH3:8])=[C:6]([O:9][CH2:10][C:11]2([CH3:21])[O:20][CH2:19][C:14]3([O:18][CH2:17][CH2:16][O:15]3)[CH2:13][O:12]2)[CH:5]=[CH:4][N+:3]=1[O-].C(N(CC)CC)C.C(OC(=O)C)(=[O:32])C. No catalyst specified. The product is [CH3:8][C:7]1[C:2]([CH2:1][OH:32])=[N:3][CH:4]=[CH:5][C:6]=1[O:9][CH2:10][C:11]1([CH3:21])[O:20][CH2:19][C:14]2([O:18][CH2:17][CH2:16][O:15]2)[CH2:13][O:12]1. The yield is 0.261.